Dataset: Full USPTO retrosynthesis dataset with 1.9M reactions from patents (1976-2016). Task: Predict the reactants needed to synthesize the given product. Given the product [N+:1]([O-:14])([O:3][C@H:4]1[CH2:8][C@H:7]([C:9]2[NH:42][C:40](=[O:41])[NH:39][N:10]=2)[CH2:6][C@@H:5]1[O:12][CH3:13])=[O:2], predict the reactants needed to synthesize it. The reactants are: [N+:1]([O-:14])([O:3][C@H:4]1[CH2:8][C@H:7]([C:9](=O)[NH2:10])[CH2:6][C@@H:5]1[O:12][CH3:13])=[O:2].O=C1N(P(Cl)(N2CCOC2=O)=O)CCO1.C(N(CC)CC)C.Cl.N[NH:39][C:40]([NH2:42])=[O:41].[OH-].[Na+].